From a dataset of Catalyst prediction with 721,799 reactions and 888 catalyst types from USPTO. Predict which catalyst facilitates the given reaction. (1) Reactant: [CH3:1][C:2]1[CH:7]=[CH:6][CH:5]=[C:4]([CH3:8])[C:3]=1[C:9]1[CH:14]=[CH:13][CH:12]=[C:11]([CH2:15][N:16]([CH2:29][CH2:30][CH3:31])[C:17]2[CH:22]=[CH:21][C:20]([CH2:23][CH2:24][C:25]([O:27]C)=[O:26])=[CH:19][CH:18]=2)[CH:10]=1.[OH-].[Na+].O.C(O)(=O)CC(CC(O)=O)(C(O)=O)O. Product: [CH3:1][C:2]1[CH:7]=[CH:6][CH:5]=[C:4]([CH3:8])[C:3]=1[C:9]1[CH:14]=[CH:13][CH:12]=[C:11]([CH2:15][N:16]([CH2:29][CH2:30][CH3:31])[C:17]2[CH:18]=[CH:19][C:20]([CH2:23][CH2:24][C:25]([OH:27])=[O:26])=[CH:21][CH:22]=2)[CH:10]=1. The catalyst class is: 111. (2) Reactant: Br[C:2]1[CH:7]=[CH:6][CH:5]=[C:4]([O:8][CH:9]([CH3:11])[CH3:10])[N:3]=1.[Li]CCCC.[CH2:17]([Sn:21](Cl)([CH2:26][CH2:27][CH2:28][CH3:29])[CH2:22][CH2:23][CH2:24][CH3:25])[CH2:18][CH2:19][CH3:20].[NH4+].[Cl-]. Product: [CH:9]([O:8][C:4]1[CH:5]=[CH:6][CH:7]=[C:2]([Sn:21]([CH2:22][CH2:23][CH2:24][CH3:25])([CH2:26][CH2:27][CH2:28][CH3:29])[CH2:17][CH2:18][CH2:19][CH3:20])[N:3]=1)([CH3:11])[CH3:10]. The catalyst class is: 1. (3) Reactant: [C:1]([O:5][C:6](=[O:11])[NH:7][CH2:8][CH2:9][OH:10])([CH3:4])([CH3:3])[CH3:2].[H-].[Na+].[CH2:14](Br)[C:15]1[CH:20]=[CH:19][CH:18]=[CH:17][CH:16]=1. Product: [C:1]([O:5][C:6](=[O:11])[NH:7][CH2:8][CH2:9][O:10][CH2:14][C:15]1[CH:20]=[CH:19][CH:18]=[CH:17][CH:16]=1)([CH3:4])([CH3:2])[CH3:3]. The catalyst class is: 682. (4) Reactant: [C:1](=O)([O-])[O-:2].[Na+].[Na+].Cl.F[C:9]1[CH:14]=[CH:13][C:12]([C:15]2[CH:16]=[CH:17][C:18]3[C:22]([C:23]4[CH:24]=[N:25][CH:26]=[CH:27][CH:28]=4)=[CH:21][S:20][C:19]=3[CH:29]=2)=[CH:11][CH:10]=1.COC1C=C(B(O)O)C=CC=1. Product: [CH3:1][O:2][C:10]1[CH:11]=[C:12]([C:15]2[CH:16]=[CH:17][C:18]3[C:22]([C:23]4[CH:24]=[N:25][CH:26]=[CH:27][CH:28]=4)=[CH:21][S:20][C:19]=3[CH:29]=2)[CH:13]=[CH:14][CH:9]=1. The catalyst class is: 165. (5) Reactant: [CH3:1][C@H:2]1[C@@H:27]2[O:28][C@@:26]2([CH3:29])[C@@H:25]([O:30][C:31]([C@@H:33]([N:35]([C:37]([CH2:39][CH2:40][SH:41])=[O:38])[CH3:36])[CH3:34])=[O:32])[CH2:24][C:22](=[O:23])[N:21]([CH3:42])[C:14]2=[C:15]([Cl:20])[C:16]([O:18][CH3:19])=[CH:17][C:12](=[CH:13]2)[CH2:11][C:10]([CH3:43])=[CH:9][CH:8]=[CH:7][C@@H:6]([O:44][CH3:45])[C@:5]2([OH:50])[NH:46][C:47]([O:49][C@H:3]1[CH2:4]2)=[O:48].[CH2:51]1[CH:56]([CH2:57][N:58]2[C:63](=[O:64])[CH:62]=[CH:61][C:59]2=[O:60])[CH2:55][CH2:54][CH:53]([C:65]([O:67][N:68]2[C:73](=[O:74])[CH2:72][CH2:71][C:69]2=[O:70])=[O:66])[CH2:52]1.P([O-])([O-])([O-])=O.P([O-])([O-])([O-])=O.[K+].[K+].[K+].C(N(CC(O)=O)CC(O)=O)CN(CC(O)=O)CC(O)=O. Product: [CH3:1][C@H:2]1[C@@H:27]2[O:28][C@@:26]2([CH3:29])[C@@H:25]([O:30][C:31]([C@@H:33]([N:35]([C:37]([CH2:39][CH2:40][S:41][CH:62]2[C:63](=[O:64])[N:58]([CH2:57][CH:56]3[CH2:55][CH2:54][CH:53]([C:65]([O:67][N:68]4[C:73](=[O:74])[CH2:72][CH2:71][C:69]4=[O:70])=[O:66])[CH2:52][CH2:51]3)[C:59](=[O:60])[CH2:61]2)=[O:38])[CH3:36])[CH3:34])=[O:32])[CH2:24][C:22](=[O:23])[N:21]([CH3:42])[C:14]2=[C:15]([Cl:20])[C:16]([O:18][CH3:19])=[CH:17][C:12](=[CH:13]2)[CH2:11][C:10]([CH3:43])=[CH:9][CH:8]=[CH:7][C@@H:6]([O:44][CH3:45])[C@:5]2([OH:50])[NH:46][C:47]([O:49][C@H:3]1[CH2:4]2)=[O:48]. The catalyst class is: 1. (6) Reactant: [F:1][C:2]1[CH:3]=[C:4]([CH:7]=[CH:8][C:9]=1[F:10])[CH:5]=O.[N+:11]([CH3:14])([O-:13])=[O:12].[OH-].[Na+]. Product: [F:10][C:9]1[CH:8]=[CH:7][C:4](/[CH:5]=[CH:14]/[N+:11]([O-:13])=[O:12])=[CH:3][C:2]=1[F:1]. The catalyst class is: 8. (7) Reactant: [CH3:1][N:2]1[CH2:6][C:5]23[CH:11]([CH2:12][CH2:13][CH:4]2[CH2:3]1)[C:10]1[CH:14]=[CH:15][C:16]([OH:18])=[CH:17][C:9]=1[CH2:8][CH2:7]3.C(N(CC)CC)C.[F:26][C:27]([F:40])([F:39])[S:28](O[S:28]([C:27]([F:40])([F:39])[F:26])(=[O:30])=[O:29])(=[O:30])=[O:29]. Product: [CH3:1][N:2]1[CH2:6][C:5]23[CH:11]([CH2:12][CH2:13][CH:4]2[CH2:3]1)[C:10]1[CH:14]=[CH:15][C:16]([O:18][S:28]([C:27]([F:40])([F:39])[F:26])(=[O:30])=[O:29])=[CH:17][C:9]=1[CH2:8][CH2:7]3. The catalyst class is: 2. (8) The catalyst class is: 40. Product: [CH3:12][C:7]1[CH:8]=[CH:9][CH:10]=[C:11]2[C:6]=1[CH2:5][CH2:4][CH2:3][C@H:2]2[N:1]1[CH2:27][CH2:26][C:25](=[O:28])[CH2:24][CH2:23]1. Reactant: [NH2:1][C@H:2]1[C:11]2[C:6](=[C:7]([CH3:12])[CH:8]=[CH:9][CH:10]=2)[CH2:5][CH2:4][CH2:3]1.C(=O)([O-])[O-].[K+].[K+].[I-].C([N+]1(C)[CH2:27][CH2:26][C:25](=[O:28])[CH2:24][CH2:23]1)C. (9) Reactant: Br[C:2]1[CH:7]=[CH:6][N:5]([C:8]2[CH:9]=[CH:10][C:11]3[N:12]([C:14]([CH3:20])=[C:15]([CH:17]4[CH2:19][CH2:18]4)[N:16]=3)[CH:13]=2)[C:4](=[O:21])[CH:3]=1.[F:22][C:23]([F:32])([F:31])[C:24]1[O:28][C:27]([CH2:29][OH:30])=[CH:26][CH:25]=1.CC(C)([O-])C.[K+]. Product: [CH:17]1([C:15]2[N:16]=[C:11]3[CH:10]=[CH:9][C:8]([N:5]4[CH:6]=[CH:7][C:2]([O:30][CH2:29][C:27]5[O:28][C:24]([C:23]([F:32])([F:22])[F:31])=[CH:25][CH:26]=5)=[CH:3][C:4]4=[O:21])=[CH:13][N:12]3[C:14]=2[CH3:20])[CH2:19][CH2:18]1. The catalyst class is: 11.